The task is: Predict the reaction yield, written as a fraction of the theoretical maximum amount of product (1.0 means a 100% yield; for example, 0.34 means a 34% yield).. This data is from Reaction yield outcomes from USPTO patents with 853,638 reactions. (1) The reactants are [F:1][C:2]1[CH:3]=[C:4](OS(C(F)(F)F)(=O)=O)[CH:5]=[CH:6][C:7]=1[N+:8]([O-:10])=[O:9].[CH:19]1(B(O)O)[CH2:21][CH2:20]1.C(=O)([O-])[O-].[Cs+].[Cs+]. The catalyst is C1(C)C=CC=CC=1. The product is [CH:19]1([C:4]2[CH:5]=[CH:6][C:7]([N+:8]([O-:10])=[O:9])=[C:2]([F:1])[CH:3]=2)[CH2:21][CH2:20]1. The yield is 0.810. (2) The reactants are [Br:1][CH2:2][C@@H:3]([C:5]1[CH:10]=[CH:9][C:8]([O:11][CH2:12][C:13]2[CH:18]=[CH:17][CH:16]=[CH:15][CH:14]=2)=[C:7]([NH:19][CH:20]=[O:21])[CH:6]=1)[OH:4].N1C=CN=C1.[Si:27](Cl)([C:30]([CH3:33])([CH3:32])[CH3:31])([CH3:29])[CH3:28]. The catalyst is CN(C)C=O.C(OC(C)C)(=O)C. The product is [CH2:12]([O:11][C:8]1[CH:9]=[CH:10][C:5]([C@@H:3]([O:4][Si:27]([C:30]([CH3:33])([CH3:32])[CH3:31])([CH3:29])[CH3:28])[CH2:2][Br:1])=[CH:6][C:7]=1[NH:19][CH:20]=[O:21])[C:13]1[CH:14]=[CH:15][CH:16]=[CH:17][CH:18]=1. The yield is 0.680. (3) The reactants are [CH2:1]([N:8]1[C:14](=[O:15])[C:13]2[CH:16]=[CH:17][CH:18]=[CH:19][C:12]=2[O:11][C:10]2[CH:20]=[CH:21][C:22]([CH:24]=[O:25])=[CH:23][C:9]1=2)[C:2]1[CH:7]=[CH:6][CH:5]=[CH:4][CH:3]=1.[Br-].[Mg+2].[Br-].[N+:29]([C:32]1[CH:50]=[CH:49][C:35]([CH2:36][O:37][C:38]([C:40]2[N:41]3[C@H:44]([S:45][CH:46]=2)[C@@H:43]([Br:47])[C:42]3=[O:48])=[O:39])=[CH:34][CH:33]=1)([O-:31])=[O:30].C(N(CC)CC)C.[C:58](OC(=O)C)(=[O:60])[CH3:59]. The catalyst is C(#N)C.CN(C1C=CN=CC=1)C.C1COCC1. The product is [N+:29]([C:32]1[CH:50]=[CH:49][C:35]([CH2:36][O:37][C:38]([C:40]2[N:41]3[CH:44]([S:45][CH:46]=2)[C:43]([CH:24]([O:25][C:58](=[O:60])[CH3:59])[C:22]2[CH:21]=[CH:20][C:10]4[O:11][C:12]5[CH:19]=[CH:18][CH:17]=[CH:16][C:13]=5[C:14](=[O:15])[N:8]([CH2:1][C:2]5[CH:3]=[CH:4][CH:5]=[CH:6][CH:7]=5)[C:9]=4[CH:23]=2)([Br:47])[C:42]3=[O:48])=[O:39])=[CH:34][CH:33]=1)([O-:31])=[O:30]. The yield is 0.410. (4) The reactants are [CH3:1][O:2][C:3](=[O:23])[C:4]1[CH:9]=[C:8]([CH3:10])[CH:7]=[C:6]([CH3:11])[C:5]=1[NH:12][S:13]([C:16]1[CH:21]=[CH:20][C:19]([F:22])=[CH:18][CH:17]=1)(=[O:15])=[O:14].[H-].[Na+].[CH2:26](Br)[C:27]1[CH:32]=[CH:31][CH:30]=[CH:29][CH:28]=1.O. The catalyst is CN(C=O)C. The product is [CH3:1][O:2][C:3](=[O:23])[C:4]1[CH:9]=[C:8]([CH3:10])[CH:7]=[C:6]([CH3:11])[C:5]=1[N:12]([CH2:26][C:27]1[CH:32]=[CH:31][CH:30]=[CH:29][CH:28]=1)[S:13]([C:16]1[CH:21]=[CH:20][C:19]([F:22])=[CH:18][CH:17]=1)(=[O:15])=[O:14]. The yield is 0.850.